This data is from Experimentally validated miRNA-target interactions with 360,000+ pairs, plus equal number of negative samples. The task is: Binary Classification. Given a miRNA mature sequence and a target amino acid sequence, predict their likelihood of interaction. The miRNA is hsa-miR-4525 with sequence GGGGGGAUGUGCAUGCUGGUU. The protein sequence of the target gene is MASPQLRGYGVQAIPVLLLLLLLLLLPLRVTPGTTCPPPVSIEHADIRVKNYSVNSRERYVCNSGFKRKAGTSTLIECVINKNTNVAHWTTPSLKCIRDPSLAHYSPVPTVVTPKVTSQPESPSPSAKEPEAFSPKSDTAMTTETAIMPGSRLTPSQTTSAGTTGTGSHKSSRAPSLAATMTLEPTASTSLRITEISPHSSKMTKVAISTSVLLVGAGVVMAFLAWYIKSRQPSQPCRVEVETMETVPMTVRASSKEDEDTGA. Result: 0 (no interaction).